This data is from Forward reaction prediction with 1.9M reactions from USPTO patents (1976-2016). The task is: Predict the product of the given reaction. (1) Given the reactants C(S[C:4]1[N:5]([C:20]2[CH:25]=[CH:24][CH:23]=[CH:22][CH:21]=2)[C:6](=[O:19])[C:7]2[C:16](=[O:17])[C:15]3[C:10](=[CH:11][CH:12]=[CH:13][CH:14]=3)[NH:9][C:8]=2[N:18]=1)C.[CH3:26][NH:27][CH3:28].C(O)C, predict the reaction product. The product is: [CH3:26][N:27]([CH3:28])[C:4]1[N:5]([C:20]2[CH:25]=[CH:24][CH:23]=[CH:22][CH:21]=2)[C:6](=[O:19])[C:7]2[C:16](=[O:17])[C:15]3[C:10](=[CH:11][CH:12]=[CH:13][CH:14]=3)[NH:9][C:8]=2[N:18]=1. (2) Given the reactants [Cl:1][C:2]1[CH:16]=[CH:15][C:5]([CH2:6][N:7]2[CH:12]=[C:11](Br)[N:10]=[CH:9][C:8]2=[O:14])=[CH:4][CH:3]=1.[CH3:17][O:18][C:19]1[CH:24]=[CH:23][C:22](B(O)O)=[CH:21][CH:20]=1, predict the reaction product. The product is: [Cl:1][C:2]1[CH:16]=[CH:15][C:5]([CH2:6][N:7]2[CH:12]=[C:11]([C:22]3[CH:23]=[CH:24][C:19]([O:18][CH3:17])=[CH:20][CH:21]=3)[N:10]=[CH:9][C:8]2=[O:14])=[CH:4][CH:3]=1. (3) Given the reactants Br.C[O:3][C:4]1[CH:5]=[C:6]2[C:11](=[CH:12][C:13]=1[N+:14]([O-:16])=[O:15])[N:10]=[CH:9][NH:8][C:7]2=[O:17], predict the reaction product. The product is: [N+:14]([C:13]1[CH:12]=[C:11]2[C:6]([C:7]([OH:17])=[N:8][CH:9]=[N:10]2)=[CH:5][C:4]=1[OH:3])([O-:16])=[O:15]. (4) The product is: [Cl:1][C:2]1[C:11]2[O:10][CH2:9][CH:8]([N:12]([CH:29]3[CH2:32][CH2:31][CH2:30]3)[CH2:13][CH2:14][CH2:15][C:16]3[C:24]4[C:19](=[CH:20][CH:21]=[C:22]([F:25])[CH:23]=4)[NH:18][CH:17]=3)[CH2:7][C:6]=2[C:5]([C:26]([NH2:28])=[O:27])=[CH:4][CH:3]=1. Given the reactants [Cl:1][C:2]1[C:11]2[O:10][CH2:9][CH:8]([NH:12][CH2:13][CH2:14][CH2:15][C:16]3[C:24]4[C:19](=[CH:20][CH:21]=[C:22]([F:25])[CH:23]=4)[NH:18][CH:17]=3)[CH2:7][C:6]=2[C:5]([C:26]([NH2:28])=[O:27])=[CH:4][CH:3]=1.[C:29]1(=O)[CH2:32][CH2:31][CH2:30]1.C(O)(=O)C.C([BH3-])#N.[Na+], predict the reaction product. (5) Given the reactants [Cl:1][C:2]1[C:3]([CH3:24])=[C:4]([CH:13]2[CH2:16][N:15]([C:17]([O:19][C:20]([CH3:23])([CH3:22])[CH3:21])=[O:18])[CH2:14]2)[C:5]([O:11][CH3:12])=[C:6]([CH:8](Cl)[CH3:9])[CH:7]=1.[Br:25][C:26]1[C:34]2[C:29](=[N:30][CH:31]=[N:32][C:33]=2[NH2:35])[NH:28][N:27]=1.[I-].[K+].C(=O)([O-])[O-].[Cs+].[Cs+], predict the reaction product. The product is: [NH2:35][C:33]1[N:32]=[CH:31][N:30]=[C:29]2[N:28]([CH:8]([C:6]3[C:5]([O:11][CH3:12])=[C:4]([CH:13]4[CH2:16][N:15]([C:17]([O:19][C:20]([CH3:23])([CH3:22])[CH3:21])=[O:18])[CH2:14]4)[C:3]([CH3:24])=[C:2]([Cl:1])[CH:7]=3)[CH3:9])[N:27]=[C:26]([Br:25])[C:34]=12. (6) Given the reactants [CH3:1][C:2]1[C:10]([CH3:19])([CH2:11][CH2:12][CH2:13][CH2:14][S:15]([OH:18])(=[O:17])=[O:16])[C:9]2[C:4](=[CH:5][CH:6]=[C:7]([S:20]([OH:23])(=[O:22])=[O:21])[CH:8]=2)[N+:3]=1[CH2:24][CH2:25][CH2:26][CH2:27][S:28]([OH:31])(=[O:30])=[O:29].Cl.[C:33]1([NH:39][CH:40]=[CH:41][CH:42]=[CH:43][CH:44]=NC2C=CC=CC=2)[CH:38]=[CH:37][CH:36]=[CH:35][CH:34]=1, predict the reaction product. The product is: [NH:39]([CH:40]=[CH:41][CH:42]=[CH:43][CH:44]=[CH:1][C:2]1[C:10]([CH3:19])([CH2:11][CH2:12][CH2:13][CH2:14][S:15]([OH:18])(=[O:16])=[O:17])[C:9]2[C:4](=[CH:5][CH:6]=[C:7]([S:20]([OH:23])(=[O:22])=[O:21])[CH:8]=2)[N+:3]=1[CH2:24][CH2:25][CH2:26][CH2:27][S:28]([O-:31])(=[O:29])=[O:30])[C:33]1[CH:38]=[CH:37][CH:36]=[CH:35][CH:34]=1. (7) Given the reactants [H-].[Al+3].[Li+].[H-].[H-].[H-].[CH2:7]([N:14]([CH2:25][C:26]1[CH:31]=[CH:30][CH:29]=[CH:28][CH:27]=1)[C@@H:15]([CH2:22][CH2:23][CH3:24])[C:16](N(OC)C)=[O:17])[C:8]1[CH:13]=[CH:12][CH:11]=[CH:10][CH:9]=1.C(OCC)(=O)C.CCCCCC, predict the reaction product. The product is: [CH2:25]([N:14]([CH2:7][C:8]1[CH:9]=[CH:10][CH:11]=[CH:12][CH:13]=1)[C@@H:15]([CH2:22][CH2:23][CH3:24])[CH:16]=[O:17])[C:26]1[CH:27]=[CH:28][CH:29]=[CH:30][CH:31]=1.